From a dataset of Full USPTO retrosynthesis dataset with 1.9M reactions from patents (1976-2016). Predict the reactants needed to synthesize the given product. (1) Given the product [CH:1]1([CH:7]([NH:20][C:21]2[CH:22]=[CH:23][C:24]([C:25]([NH:31][CH2:32][CH:33]([OH:38])[C:34]([OH:36])=[O:35])=[O:26])=[CH:28][CH:29]=2)[C:8]2[CH:12]=[C:11]([C:13]3[CH:18]=[CH:17][CH:16]=[CH:15][CH:14]=3)[O:10][C:9]=2[CH3:19])[CH2:6][CH2:5][CH2:4][CH2:3][CH2:2]1, predict the reactants needed to synthesize it. The reactants are: [CH:1]1([CH:7]([NH:20][C:21]2[CH:29]=[CH:28][C:24]([C:25](O)=[O:26])=[CH:23][CH:22]=2)[C:8]2[CH:12]=[C:11]([C:13]3[CH:18]=[CH:17][CH:16]=[CH:15][CH:14]=3)[O:10][C:9]=2[CH3:19])[CH2:6][CH2:5][CH2:4][CH2:3][CH2:2]1.Cl.[NH2:31][CH2:32][CH:33]([OH:38])[C:34]([O:36]C)=[O:35].Cl.C(N=C=NCCCN(C)C)C.O.OC1C2N=NNC=2C=CC=1. (2) Given the product [C:34]([O:33][C:31]([NH:26][CH2:25][CH2:24][CH:23]([N:3]1[C:11]2[C:6](=[CH:7][CH:8]=[C:9]([C:12]([O:14][CH2:15][CH3:16])=[O:13])[CH:10]=2)[CH:5]=[C:4]1[C:17]([O:19][CH2:20][CH3:21])=[O:18])[CH3:22])=[O:32])([CH3:37])([CH3:36])[CH3:35], predict the reactants needed to synthesize it. The reactants are: [H-].[Na+].[NH:3]1[C:11]2[C:6](=[CH:7][CH:8]=[C:9]([C:12]([O:14][CH2:15][CH3:16])=[O:13])[CH:10]=2)[CH:5]=[C:4]1[C:17]([O:19][CH2:20][CH3:21])=[O:18].[CH3:22][CH:23]1OS(=O)(=O)[N:26]([C:31]([O:33][C:34]([CH3:37])([CH3:36])[CH3:35])=[O:32])[CH2:25][CH2:24]1.[NH4+].[Cl-]. (3) Given the product [CH:22]1([CH2:25][C:18]2([C:20]#[N:21])[CH2:19][CH:16]([CH2:15][S:14][CH2:11][CH2:12][CH3:13])[CH2:17]2)[CH2:24][CH2:23]1, predict the reactants needed to synthesize it. The reactants are: C[Si]([N-][Si](C)(C)C)(C)C.[K+].[CH2:11]([S:14][CH2:15][CH:16]1[CH2:19][CH:18]([C:20]#[N:21])[CH2:17]1)[CH2:12][CH3:13].[CH:22]1([CH2:25]Br)[CH2:24][CH2:23]1. (4) Given the product [NH2:35][C:32]1[N:33]=[CH:34][C:29]([C:26]2[CH:27]=[CH:28][C:23]([C:8]3[CH:9]=[CH:10][CH:11]=[CH:12][C:7]=3[N:2]([CH3:1])[S:3]([CH3:6])(=[O:4])=[O:5])=[CH:24][C:25]=2[F:36])=[N:30][CH:31]=1, predict the reactants needed to synthesize it. The reactants are: [CH3:1][N:2]([C:7]1[CH:12]=[CH:11][CH:10]=[CH:9][C:8]=1B1OC(C)(C)C(C)(C)O1)[S:3]([CH3:6])(=[O:5])=[O:4].Br[C:23]1[CH:28]=[CH:27][C:26]([C:29]2[N:30]=[CH:31][C:32]([NH2:35])=[N:33][CH:34]=2)=[C:25]([F:36])[CH:24]=1. (5) Given the product [F:1][C:2]1[CH:7]=[C:6]([F:8])[CH:5]=[CH:4][C:3]=1[S:9](/[CH:12]=[CH:13]/[C:14]1[C:15]([NH:23][CH3:24])=[N:16][C:17]([NH:30][C:29]2[CH:31]=[C:32]([O:36][CH3:37])[C:33]([O:34][CH3:35])=[C:27]([O:26][CH3:25])[CH:28]=2)=[N:18][CH:19]=1)(=[O:11])=[O:10], predict the reactants needed to synthesize it. The reactants are: [F:1][C:2]1[CH:7]=[C:6]([F:8])[CH:5]=[CH:4][C:3]=1[S:9]([CH:12]=[CH:13][C:14]1[C:15]([NH:23][CH3:24])=[N:16][C:17](S(C)=O)=[N:18][CH:19]=1)(=[O:11])=[O:10].[CH3:25][O:26][C:27]1[CH:28]=[C:29]([CH:31]=[C:32]([O:36][CH3:37])[C:33]=1[O:34][CH3:35])[NH2:30]. (6) Given the product [CH3:22][C:19]1[CH:20]=[CH:21][C:2]2[NH:1][C:7](=[O:8])[C@@H:6]([NH:10][C:11](=[O:12])[O:13][C:14]([CH3:17])([CH3:16])[CH3:15])[CH2:5][O:4][C:3]=2[CH:18]=1, predict the reactants needed to synthesize it. The reactants are: [NH2:1][C:2]1[CH:21]=[CH:20][C:19]([CH3:22])=[CH:18][C:3]=1[O:4][CH2:5][C@H:6]([NH:10][C:11]([O:13][C:14]([CH3:17])([CH3:16])[CH3:15])=[O:12])[C:7](O)=[O:8].CCN=C=NCCCN(C)C.